This data is from Forward reaction prediction with 1.9M reactions from USPTO patents (1976-2016). The task is: Predict the product of the given reaction. (1) Given the reactants [CH3:1][O:2][C:3]1[CH:4]=[C:5]([C:11]2[C@@H:20]3[C@@H:15]([CH2:16][CH2:17][CH2:18][CH2:19]3)[C:14](=[O:21])[N:13]([CH:22]3[CH2:27][CH2:26][N:25]([C:28](=[O:39])[C@@H:29]([NH:31]C(=O)OC(C)(C)C)[CH3:30])[CH2:24][CH2:23]3)[N:12]=2)[CH:6]=[CH:7][C:8]=1[O:9][CH3:10].Cl.[OH-].[Na+], predict the reaction product. The product is: [NH2:31][C@@H:29]([CH3:30])[C:28]([N:25]1[CH2:24][CH2:23][CH:22]([N:13]2[N:12]=[C:11]([C:5]3[CH:6]=[CH:7][C:8]([O:9][CH3:10])=[C:3]([O:2][CH3:1])[CH:4]=3)[C@@H:20]3[C@@H:15]([CH2:16][CH2:17][CH2:18][CH2:19]3)[C:14]2=[O:21])[CH2:27][CH2:26]1)=[O:39]. (2) Given the reactants [N:1]1[C:10]2[C:5](=[CH:6][CH:7]=[CH:8][CH:9]=2)[N:4]=[CH:3][C:2]=1[C:11]([O-:13])=O.[NH3:14].O, predict the reaction product. The product is: [N:1]1[C:10]2[C:5](=[CH:6][CH:7]=[CH:8][CH:9]=2)[N:4]=[CH:3][C:2]=1[C:11]([NH2:14])=[O:13].